The task is: Predict the reactants needed to synthesize the given product.. This data is from Full USPTO retrosynthesis dataset with 1.9M reactions from patents (1976-2016). (1) Given the product [Cl:1][C:2]1[CH:7]=[C:6]2[C:5](=[CH:4][CH:3]=1)[N:8]([CH2:10][CH2:11][N:12]1[CH2:17][CH2:16][CH2:15][CH2:14][CH2:13]1)[CH:20]=[C:21]2[CH2:22][CH2:23][NH:24][CH3:25], predict the reactants needed to synthesize it. The reactants are: [Cl:1][C:2]1[CH:7]=[CH:6][C:5]([N:8]([CH2:10][CH2:11][N:12]2[CH2:17][CH2:16][CH2:15][CH2:14][CH2:13]2)N)=[CH:4][CH:3]=1.CO[CH:20](OC)[CH2:21][CH2:22][CH2:23][NH:24][CH3:25]. (2) Given the product [CH2:1]([C:5]1[S:9][C:8]([C:10]([NH:19][CH2:18][CH2:17][O:16][CH3:15])=[O:12])=[N:7][N:6]=1)[CH2:2][C:3]#[CH:4], predict the reactants needed to synthesize it. The reactants are: [CH2:1]([C:5]1[S:9][C:8]([C:10]([O:12]CC)=O)=[N:7][N:6]=1)[CH2:2][C:3]#[CH:4].[CH3:15][O:16][CH2:17][CH2:18][NH2:19]. (3) Given the product [C:1]([O:5][C:6](=[O:34])[CH2:7][O:8][C:9]1[C:18]2[CH2:17][CH2:16][CH2:15][C@@H:14]([N:19]([S:20]([C:23]3[CH:28]=[C:27]([C:29]([F:30])([F:31])[F:32])[CH:26]=[C:25]([Br:33])[CH:24]=3)(=[O:22])=[O:21])[CH3:35])[C:13]=2[CH:12]=[CH:11][CH:10]=1)([CH3:4])([CH3:2])[CH3:3], predict the reactants needed to synthesize it. The reactants are: [C:1]([O:5][C:6](=[O:34])[CH2:7][O:8][C:9]1[C:18]2[CH2:17][CH2:16][CH2:15][C@@H:14]([NH:19][S:20]([C:23]3[CH:28]=[C:27]([C:29]([F:32])([F:31])[F:30])[CH:26]=[C:25]([Br:33])[CH:24]=3)(=[O:22])=[O:21])[C:13]=2[CH:12]=[CH:11][CH:10]=1)([CH3:4])([CH3:3])[CH3:2].[C:35](=O)([O-])[O-].[K+].[K+].CI. (4) Given the product [CH:15]1([CH2:18][NH:19][C:10](=[O:12])[CH2:9][C:1](=[O:8])[C:2]2[CH:3]=[CH:4][CH:5]=[CH:6][CH:7]=2)[CH2:17][CH2:16]1, predict the reactants needed to synthesize it. The reactants are: [C:1]([CH2:9][C:10]([O:12]CC)=O)(=[O:8])[C:2]1[CH:7]=[CH:6][CH:5]=[CH:4][CH:3]=1.[CH:15]1([CH2:18][NH2:19])[CH2:17][CH2:16]1.C1(C)C=CC(S(O)(=O)=O)=CC=1. (5) Given the product [Br:1][C:2]1[CH:3]=[C:4]2[C:8](=[C:9]([CH2:11][CH3:12])[CH:10]=1)[NH:7][CH:6]=[CH:5]2, predict the reactants needed to synthesize it. The reactants are: [Br:1][C:2]1[CH:3]=[C:4]2[C:8](=[C:9]([CH2:11][CH3:12])[CH:10]=1)[NH:7][C:6](=O)[C:5]2=O.[BH4-].[Li+]. (6) Given the product [NH2:55][S:52]([C:50]1[C:49]([Cl:56])=[CH:48][C:47]([NH:57][CH2:58][C:59]2[O:60][CH:61]=[CH:62][CH:63]=2)=[C:46]([CH:51]=1)[C:45]([O:44][CH2:43][O:42][C:41]([N:12]([C:13]([CH3:15])([CH3:14])[CH3:16])[CH:2]([CH3:1])[C:3]([C:5]1[CH:6]=[CH:7][CH:8]=[C:9]([Cl:11])[CH:10]=1)=[O:4])=[O:65])=[O:64])(=[O:53])=[O:54], predict the reactants needed to synthesize it. The reactants are: [CH3:1][CH:2]([NH:12][C:13]([CH3:16])([CH3:15])[CH3:14])[C:3]([C:5]1[CH:6]=[CH:7][CH:8]=[C:9]([Cl:11])[CH:10]=1)=[O:4].Cl.ClC1C=C(C(=O)C(NC(C)(C)C)C)C=CC=1.C(N(CC)CC)C.[C:41](Cl)(=[O:65])[O:42][CH2:43][O:44][C:45](=[O:64])[C:46]1[CH:51]=[C:50]([S:52]([NH2:55])(=[O:54])=[O:53])[C:49]([Cl:56])=[CH:48][C:47]=1[NH:57][CH2:58][C:59]1[O:60][CH:61]=[CH:62][CH:63]=1. (7) Given the product [CH3:1][C:2]1[CH:3]=[C:4]([C:19]2[CH:24]=[CH:23][CH:22]=[C:21]([C:25]([NH:33][CH2:32][C:31]([O:30][CH3:29])=[O:34])=[O:27])[CH:20]=2)[CH:5]=[C:6]([NH:8][C:9]2[N:14]=[C:13]([C:15]([F:16])([F:18])[F:17])[CH:12]=[CH:11][N:10]=2)[CH:7]=1, predict the reactants needed to synthesize it. The reactants are: [CH3:1][C:2]1[CH:3]=[C:4]([C:19]2[CH:24]=[CH:23][CH:22]=[C:21]([C:25]([OH:27])=O)[CH:20]=2)[CH:5]=[C:6]([NH:8][C:9]2[N:14]=[C:13]([C:15]([F:18])([F:17])[F:16])[CH:12]=[CH:11][N:10]=2)[CH:7]=1.Cl.[CH3:29][O:30][C:31](=[O:34])[CH2:32][NH2:33].C(Cl)CCl.C(N(CC)CC)C.C1C=CC2N(O)N=NC=2C=1. (8) Given the product [CH:33]1[C:34]2[C:39](=[CH:38][CH:37]=[CH:36][CH:35]=2)[CH:40]=[CH:41][C:32]=1[CH2:31][O:1][C:2]1[CH:3]=[C:4]([C:8]2[C:17]3[C:12](=[C:13]([C:18]([F:21])([F:19])[F:20])[CH:14]=[CH:15][CH:16]=3)[N:11]=[CH:10][C:9]=2[C:22]([C:24]2[CH:25]=[CH:26][CH:27]=[CH:28][CH:29]=2)=[O:23])[CH:5]=[CH:6][CH:7]=1, predict the reactants needed to synthesize it. The reactants are: [OH:1][C:2]1[CH:3]=[C:4]([C:8]2[C:17]3[C:12](=[C:13]([C:18]([F:21])([F:20])[F:19])[CH:14]=[CH:15][CH:16]=3)[N:11]=[CH:10][C:9]=2[C:22]([C:24]2[CH:29]=[CH:28][CH:27]=[CH:26][CH:25]=2)=[O:23])[CH:5]=[CH:6][CH:7]=1.Br[CH2:31][C:32]1[CH:41]=[CH:40][C:39]2[C:34](=[CH:35][CH:36]=[CH:37][CH:38]=2)[CH:33]=1. (9) Given the product [OH:30][C@H:27]1[CH2:28][CH2:29][C@@:22]2([C:21](=[O:37])[N:20]([C:17]3[CH:16]=[CH:15][C:14]([C@@H:9]([OH:8])[C:10]([F:11])([F:12])[F:13])=[CH:19][CH:18]=3)[CH2:24][CH2:23]2)[CH2:25][C@@H:26]1[O:31][CH2:32][C:33]([F:36])([F:34])[F:35], predict the reactants needed to synthesize it. The reactants are: C([O:8][C@H:9]([C:14]1[CH:19]=[CH:18][C:17]([N:20]2[CH2:24][CH2:23][C@:22]3([CH2:29][CH2:28][C@H:27]([OH:30])[C@@H:26]([O:31][CH2:32][C:33]([F:36])([F:35])[F:34])[CH2:25]3)[C:21]2=[O:37])=[CH:16][CH:15]=1)[C:10]([F:13])([F:12])[F:11])C1C=CC=CC=1. (10) Given the product [NH2:8][C@H:9]([C:19]1[C:24]([C:25]2[CH:26]=[C:27]3[C:2](=[CH:32][CH:33]=2)[C:3](=[O:5])[NH:30][CH2:28]3)=[CH:23][CH:22]=[CH:21][N:20]=1)[CH2:10][C:11]1[CH:16]=[C:15]([F:17])[CH:14]=[C:13]([F:18])[CH:12]=1, predict the reactants needed to synthesize it. The reactants are: F[C:2](F)(F)[C:3]([OH:5])=O.[NH2:8][C@H:9]([C:19]1[C:24]([C:25]2[CH:26]=[C:27](C=[CH:32][CH:33]=2)[C:28]([NH2:30])=O)=[CH:23][CH:22]=[CH:21][N:20]=1)[CH2:10][C:11]1[CH:16]=[C:15]([F:17])[CH:14]=[C:13]([F:18])[CH:12]=1.C(C1C=C(C2C([C@@H](NC(=O)OC(C)(C)C)CC3C=C(F)C=C(F)C=3)=NC=CC=2)C=CC=1)(=O)N.